From a dataset of Full USPTO retrosynthesis dataset with 1.9M reactions from patents (1976-2016). Predict the reactants needed to synthesize the given product. (1) Given the product [Cl:20][C:21]1[CH:27]=[CH:26][C:24]([N:25]2[C:1]([CH3:2])=[CH:4][CH:10]=[C:11]2[C:13]2[CH:14]=[CH:15][C:16]([Cl:19])=[CH:17][CH:18]=2)=[CH:23][CH:22]=1, predict the reactants needed to synthesize it. The reactants are: [C:1]([CH:4]([CH2:10][C:11]([C:13]1[CH:18]=[CH:17][C:16]([Cl:19])=[CH:15][CH:14]=1)=O)C(OCC)=O)(=O)[CH3:2].[Cl:20][C:21]1[CH:27]=[CH:26][C:24]([NH2:25])=[CH:23][CH:22]=1.CC1C=CC(S(O)(=O)=O)=CC=1.O. (2) Given the product [C:15]([CH2:14][S:13][C:4]1[N:5]=[C:6]([O:12][S:25]([C:28]([F:31])([F:30])[F:29])(=[O:27])=[O:26])[CH:7]=[C:8]([CH:9]2[CH2:10][CH2:11]2)[C:3]=1[C:1]#[N:2])(=[O:16])[NH2:17], predict the reactants needed to synthesize it. The reactants are: [C:1]([C:3]1[C:8]([CH:9]2[CH2:11][CH2:10]2)=[CH:7][C:6](=[O:12])[NH:5][C:4]=1[S:13][CH2:14][C:15]([NH2:17])=[O:16])#[N:2].C1C=CC(N([S:25]([C:28]([F:31])([F:30])[F:29])(=[O:27])=[O:26])[S:25]([C:28]([F:31])([F:30])[F:29])(=[O:27])=[O:26])=CC=1.C(N(C(C)C)CC)(C)C. (3) Given the product [F:26][C:23]1[CH:24]=[CH:25][C:20]([C:19]2[N:18]=[N:17][N:16]([CH3:27])[C:15]=2[C:14]#[C:13][C:10]2[CH:11]=[CH:12][C:7]([C:6]([OH:28])=[O:5])=[CH:8][N:9]=2)=[CH:21][CH:22]=1, predict the reactants needed to synthesize it. The reactants are: O.[OH-].[Li+].C[O:5][C:6](=[O:28])[C:7]1[CH:12]=[CH:11][C:10]([C:13]#[C:14][C:15]2[N:16]([CH3:27])[N:17]=[N:18][C:19]=2[C:20]2[CH:25]=[CH:24][C:23]([F:26])=[CH:22][CH:21]=2)=[N:9][CH:8]=1. (4) The reactants are: [CH3:1][S:2](Cl)(=[O:4])=[O:3].[OH:6][CH2:7][CH2:8][O:9][C:10]1[CH:15]=[CH:14][C:13]([C:16]2[CH:21]=[CH:20][C:19]([C:22]([O:24][CH2:25][C:26]3[CH:31]=[CH:30][CH:29]=[CH:28][CH:27]=3)=[O:23])=[CH:18][CH:17]=2)=[CH:12][CH:11]=1.C(N(CC)CC)C.O. Given the product [CH3:1][S:2]([O:6][CH2:7][CH2:8][O:9][C:10]1[CH:11]=[CH:12][C:13]([C:16]2[CH:21]=[CH:20][C:19]([C:22]([O:24][CH2:25][C:26]3[CH:31]=[CH:30][CH:29]=[CH:28][CH:27]=3)=[O:23])=[CH:18][CH:17]=2)=[CH:14][CH:15]=1)(=[O:4])=[O:3], predict the reactants needed to synthesize it. (5) Given the product [CH2:1]([NH:8][C:9]1[CH:16]=[CH:15][CH:14]=[C:13]([C:17]2[CH:22]=[CH:21][CH:20]=[CH:19][CH:18]=2)[C:10]=1[CH2:11][NH2:12])[C:2]1[CH:3]=[CH:4][CH:5]=[CH:6][CH:7]=1, predict the reactants needed to synthesize it. The reactants are: [CH2:1]([NH:8][C:9]1[CH:16]=[CH:15][CH:14]=[C:13]([C:17]2[CH:22]=[CH:21][CH:20]=[CH:19][CH:18]=2)[C:10]=1[C:11]#[N:12])[C:2]1[CH:7]=[CH:6][CH:5]=[CH:4][CH:3]=1.[H-].[Al+3].[Li+].[H-].[H-].[H-].S([O-])([O-])(=O)=O.[Na+].[Na+].